The task is: Regression. Given a target protein amino acid sequence and a drug SMILES string, predict the binding affinity score between them. We predict pIC50 (pIC50 = -log10(IC50 in M); higher means more potent). Dataset: bindingdb_ic50.. This data is from Drug-target binding data from BindingDB using IC50 measurements. (1) The drug is CCCCNC(=O)C(=O)[O-]. The pIC50 is 2.1. The target protein (P16125) has sequence MATLKEKLIASVADDEAAVPNNKITVVGVGQVGMACAISILGKSLADELALVDVLEDKLKGEMMDLQHGSLFLQTPKIVADKDYSVTANSKIVVVTAGVRQQEGESRLNLVQRNVNVFKFIIPQIVKYSPDCTIIVVSNPVDILTYVTWKLSGLPKHRVIGSGCNLDSARFRYLMAEKLGIHPSSCHGWILGEHGDSSVAVWSGVNVAGVSLQELNPEMGTDNDSENWKEVHKMVVDSAYEVIKLKGYTNWAIGLSVADLIESMLKNLSRIHPVSTMVKGMYGIENEVFLSLPCILNARGLTSVINQKLKDDEVAQLRKSADTLWDIQKDLKDL. (2) The drug is CCc1ccc(S(=O)(=O)c2nnn3c2nc(NCc2cccs2)c2sccc23)cc1. The target protein (Q13336) has sequence MEDSPTMVRVDSPTMVRGENQVSPCQGRRCFPKALGYVTGDMKELANQLKDKPVVLQFIDWILRGISQVVFVNNPVSGILILVGLLVQNPWWALTGWLGTVVSTLMALLLSQDRSLIASGLYGYNATLVGVLMAVFSDKGDYFWWLLLPVCAMSMTCPIFSSALNSMLSKWDLPVFTLPFNMALSMYLSATGHYNPFFPAKLVIPITTAPNISWSDLSALELLKSIPVGVGQIYGCDNPWTGGIFLGAILLSSPLMCLHAAIGSLLGIAAGLSLSAPFEDIYFGLWGFNSSLACIAMGGMFMALTWQTHLLALGCALFTAYLGVGMANFMAEVGLPACTWPFCLATLLFLIMTTKNSNIYKMPLSKVTYPEENRIFYLQAKKRMVESPL. The pIC50 is 8.0. (3) The small molecule is C#CCNC(=O)[C@H](Cc1ccc(OS(=O)(=O)C=C)cc1)NC(=O)C1(c2ccccc2)CC1. The target protein (P07237) has sequence MLRRALLCLAVAALVRADAPEEEDHVLVLRKSNFAEALAAHKYLLVEFYAPWCGHCKALAPEYAKAAGKLKAEGSEIRLAKVDATEESDLAQQYGVRGYPTIKFFRNGDTASPKEYTAGREADDIVNWLKKRTGPAATTLPDGAAAESLVESSEVAVIGFFKDVESDSAKQFLQAAEAIDDIPFGITSNSDVFSKYQLDKDGVVLFKKFDEGRNNFEGEVTKENLLDFIKHNQLPLVIEFTEQTAPKIFGGEIKTHILLFLPKSVSDYDGKLSNFKTAAESFKGKILFIFIDSDHTDNQRILEFFGLKKEECPAVRLITLEEEMTKYKPESEELTAERITEFCHRFLEGKIKPHLMSQELPEDWDKQPVKVLVGKNFEDVAFDEKKNVFVEFYAPWCGHCKQLAPIWDKLGETYKDHENIVIAKMDSTANEVEAVKVHSFPTLKFFPASADRTVIDYNGERTLDGFKKFLESGGQDGAGDDDDLEDLEEAEEPDMEEDDD.... The pIC50 is 5.7. (4) The drug is C[C@H](NC(=O)OCc1ccccc1)C(=O)N[C@@H](C)C(=O)NN(CC(N)=O)C(=O)C=CC(=O)N(Cc1ccccc1)Cc1ccc(F)cc1. The target protein sequence is MLSLRSILSLLALASLFLVASGTSVPTSKSQASADAKLWALLVAGSNGYYNYRHQADICHAYHVLHNHGIPDERIVVMMYDDIAHDPSNPTPGIIINHLNGSNVYAGVPKDYTGDLVTPKNFLSILQGKKIKGGSGKVIASGPNDHVFVFFADHGAPGLIAFPNDDLQATNLSRVIKRMHKQKKFGKLVFYVEACESGSMFENLLPDDINVYATTAANSDESSYACYYDDLRQTYLGDVYSVNWMEDSDREDLHKETLLKQFKIVRSETNTSHVMEFGDLKIANLKVSEFQGAKSTPPIVLPKAPLDAVDSRDVPIAIVRKKLQKATDPQIKLSLKHELDQMLRNRAFLKEKMVEIVSFVALGDAEKTEQLLKAKIPLRDHTCYEQAVRYFDTTCFELSANPHALAHLRLLVNMCEEKISVSEIREAMDNVCTHPTVIGIV. The pIC50 is 6.2. (5) The compound is CN(CC1CN(C)c2nc(N)nc(N)c2N1)c1ccc(C(=O)N[C@@H](CCC(=O)O)C(=O)O)cc1. The target protein (P00381) has sequence MTAFLWAQDRDGLIGKDGHLPWHLPDDLHYFRAQTVGKIMVVGRRTYESFPKRPLPERTNVVLTHQEDYQAQGAVVVHDVAAVFAYAKQHPDQELVIAGGAQIFTAFKDDVDTLLVTRLAGSFEGDTKMIPLNWDDFTKVSSRTVEDTNPALTHTYEVWQKKA. The pIC50 is 5.6. (6) The compound is O=C(NC1=NCCS1)c1cccc(N2C(=O)c3ccccc3C2=O)c1. The target protein sequence is PQITLWQRPLVTVKIGGQLREALLDTGADDTVLEDINLPGKWKPKMIGGIGGFIKVKQYEQVLIEICGKKAIGTVLVGPTPVNIIGRNMLTQIGCTLNF. The pIC50 is 7.3. (7) The drug is COc1ccc(C(=O)Nc2cc(OC)ccc2C(=O)O)cc1. The pIC50 is 4.6. The target protein (P11411) has sequence MVSEIKTLVTFFGGTGDLAKRKLYPSVFNLYKKGYLQKHFAIVGTARQALNDDEFKQLVRDSIKDFTDDQAQAEAFIEHFSYRAHDVTDAASYAVLKEAIEEAADKFDIDGNRIFYMSVAPRFFGTIAKYLKSEGLLADTGYNRLMIEKPFGTSYDTAAELQNDLENAFDDNQLFRIDHYLGKEMVQNIAALRFGNPIFDAAWNKDYIKNVQVTLSEVLGVEERAGYYDTAGALLDMIQNHTMQIVGWLAMEKPESFTDKDIRAAKNAAFNALKIYDEAEVNKYFVRAQYGAGDSADFKPYLEELDVPADSKNNTFIAGELQFDLPRWEGVPFYVRSGKRLAAKQTRVDIVFKAGTFNFGSEQEAQEAVLSIIIDPKGAIELKLNAKSVEDAFNTRTIDLGWTVSDEDKKNTPEPYERMIHDTMNGDGSNFADWNGVSIAWKFVDAISAVYTADKAPLETYKSGSMGPEASDKLLAANGDAWVFKG.